Task: Predict which catalyst facilitates the given reaction.. Dataset: Catalyst prediction with 721,799 reactions and 888 catalyst types from USPTO (1) Reactant: [CH3:1][NH:2][CH2:3][CH2:4][O:5][C:6]1[CH:7]=[C:8]([CH2:12][C:13]([O:15][CH3:16])=[O:14])[CH:9]=[CH:10][CH:11]=1.[O:17]1[C:19]2([CH2:24][CH2:23][N:22]([C:25]([O:27][C:28]([CH3:31])([CH3:30])[CH3:29])=[O:26])[CH2:21][CH2:20]2)[CH2:18]1. Product: [OH:17][C:19]1([CH2:18][N:2]([CH2:3][CH2:4][O:5][C:6]2[CH:11]=[CH:10][CH:9]=[C:8]([CH2:12][C:13]([O:15][CH3:16])=[O:14])[CH:7]=2)[CH3:1])[CH2:24][CH2:23][N:22]([C:25]([O:27][C:28]([CH3:31])([CH3:30])[CH3:29])=[O:26])[CH2:21][CH2:20]1. The catalyst class is: 5. (2) Reactant: [C:1]([C:10]1[CH:15]=[CH:14][C:13]([C:16]2[CH:21]=[CH:20][C:19]([C:22]([O:24][CH3:25])=[O:23])=[CH:18][CH:17]=2)=[CH:12][CH:11]=1)#[C:2][CH2:3][CH2:4][CH2:5][CH2:6][CH2:7][CH2:8][CH3:9].C1COCC1. Product: [CH2:1]([C:10]1[CH:15]=[CH:14][C:13]([C:16]2[CH:17]=[CH:18][C:19]([C:22]([O:24][CH3:25])=[O:23])=[CH:20][CH:21]=2)=[CH:12][CH:11]=1)[CH2:2][CH2:3][CH2:4][CH2:5][CH2:6][CH2:7][CH2:8][CH3:9]. The catalyst class is: 19. (3) Reactant: [CH3:1][O:2][Si:3]([CH2:8][CH2:9][C:10]1[CH:15]=[CH:14][CH:13]=[CH:12][N:11]=1)([O:6][CH3:7])[O:4][CH3:5].[CH3:16][S:17]([O:20]C)(=[O:19])=[O:18]. Product: [CH3:16][S:17]([O-:20])(=[O:19])=[O:18].[CH3:1][O:2][Si:3]([CH2:8][CH2:9][C:10]1[CH:15]=[CH:14][CH:13]=[CH:12][N+:11]=1[CH3:16])([O:6][CH3:7])[O:4][CH3:5]. The catalyst class is: 13. (4) Reactant: [Na].[CH3:2][O:3][C:4]1[C:11]([O:12][CH3:13])=[CH:10][CH:9]=[CH:8][C:5]=1[CH:6]=O.[N:14]([CH2:17][C:18]([O:20][CH2:21][CH3:22])=[O:19])=[N+:15]=[N-:16]. Product: [N:14]([C:17](=[CH:6][C:5]1[CH:8]=[CH:9][CH:10]=[C:11]([O:12][CH3:13])[C:4]=1[O:3][CH3:2])[C:18]([O:20][CH2:21][CH3:22])=[O:19])=[N+:15]=[N-:16]. The catalyst class is: 8. (5) Reactant: B(F)(F)F.[CH3:5][CH2:6][O:7]CC.[C:10]([O:13][C@H:14]1[O:31][C@H:30]([CH2:32][O:33][C:34](=O)[CH3:35])[C@@H:25]([O:26][C:27](=[O:29])[CH3:28])[C@H:20]([O:21][C:22](=[O:24])[CH3:23])[C@@H:15]1[O:16]C(=O)C)(=[O:12])[CH3:11].[CH2:37](O)C#C.C(=O)([O-])[O-].[K+].[K+]. Product: [C:6]([O:31][C@H:30]1[C@@H:25]([O:26][C:27](=[O:29])[CH3:28])[C@H:20]([O:21][C:22](=[O:24])[CH3:23])[C@@H:15]([CH2:14][O:13][C:10](=[O:12])[CH3:11])[O:16][C@@H:32]1[O:33][CH2:34][C:35]#[CH:37])(=[O:7])[CH3:5]. The catalyst class is: 4. (6) Reactant: [C:1]([O:5][C:6]([N:8]1[C:16]2[C:11](=[CH:12][C:13]([F:17])=[CH:14][CH:15]=2)[C:10]([CH3:18])=[C:9]1[S:19](Cl)(=[O:21])=[O:20])=[O:7])([CH3:4])([CH3:3])[CH3:2].[NH2:23][C:24]1[CH:29]=[CH:28][C:27]([Br:30])=[CH:26][C:25]=1[C:31]([F:34])([F:33])[F:32]. Product: [C:1]([O:5][C:6]([N:8]1[C:16]2[C:11](=[CH:12][C:13]([F:17])=[CH:14][CH:15]=2)[C:10]([CH3:18])=[C:9]1[S:19](=[O:21])(=[O:20])[NH:23][C:24]1[CH:29]=[CH:28][C:27]([Br:30])=[CH:26][C:25]=1[C:31]([F:34])([F:32])[F:33])=[O:7])([CH3:4])([CH3:3])[CH3:2]. The catalyst class is: 17.